This data is from Full USPTO retrosynthesis dataset with 1.9M reactions from patents (1976-2016). The task is: Predict the reactants needed to synthesize the given product. (1) The reactants are: [Mg].C(O[Ge:5]([O:12][CH2:13][CH3:14])([O:9][CH2:10][CH3:11])[O:6][CH2:7][CH3:8])C.Br[C:16]1[CH:29]=[CH:28][C:27]2[S:26][C:25]3[C:20](=[CH:21][CH:22]=[CH:23][CH:24]=3)[S:19][C:18]=2[CH:17]=1. Given the product [CH2:13]([O:12][Ge:5]([O:6][CH2:7][CH3:8])([O:9][CH2:10][CH3:11])[C:16]1[CH:29]=[CH:28][C:27]2[S:26][C:25]3[C:20](=[CH:21][CH:22]=[CH:23][CH:24]=3)[S:19][C:18]=2[CH:17]=1)[CH3:14], predict the reactants needed to synthesize it. (2) The reactants are: C(O[C:4]([C:6]1[S:10][C:9]([N:11]2[C:15]3[CH:16]=[C:17]([O:22][CH3:23])[C:18]([O:20][CH3:21])=[CH:19][C:14]=3[N:13]=[CH:12]2)=[N:8][C:7]=1[C:24]1[CH:29]=[CH:28][CH:27]=[CH:26][CH:25]=1)=[O:5])C.[CH2:30]([NH2:32])[CH3:31]. Given the product [CH2:30]([NH:32][C:4]([C:6]1[S:10][C:9]([N:11]2[C:15]3[CH:16]=[C:17]([O:22][CH3:23])[C:18]([O:20][CH3:21])=[CH:19][C:14]=3[N:13]=[CH:12]2)=[N:8][C:7]=1[C:24]1[CH:25]=[CH:26][CH:27]=[CH:28][CH:29]=1)=[O:5])[CH3:31], predict the reactants needed to synthesize it. (3) Given the product [S:32]1[C:36]([C:7]([C:4]2[CH:3]=[CH:2][C:1]([C:26]3[CH:31]=[CH:30][CH:29]=[CH:28][CH:27]=3)=[CH:6][CH:5]=2)=[CH:8][CH2:9][S:10][C:11]2[CH:23]=[CH:22][C:14]([O:15][CH2:16][C:17]([OH:19])=[O:18])=[C:13]([CH3:24])[CH:12]=2)=[CH:35][C:34]2[CH:50]=[CH:51][CH:52]=[CH:53][C:33]1=2, predict the reactants needed to synthesize it. The reactants are: [C:1]1([C:26]2[CH:31]=[CH:30][CH:29]=[CH:28][CH:27]=2)[CH:6]=[CH:5][C:4](/[C:7](/I)=[CH:8]/[CH2:9][S:10][C:11]2[CH:23]=[CH:22][C:14]([O:15][CH2:16][C:17]([O:19]CC)=[O:18])=[C:13]([CH3:24])[CH:12]=2)=[CH:3][CH:2]=1.[S:32]1[C:36]([Sn](CCCC)(CCCC)CCCC)=[CH:35][C:34]2[CH:50]=[CH:51][CH:52]=[CH:53][C:33]1=2.C(Cl)(Cl)Cl.C(P(C(C)(C)C)C(C)(C)C)(C)(C)C.C1CCCCC1.[F-].[K+]. (4) Given the product [NH:11]1[C:23]2[C:22]3[N:21]=[CH:20][CH:19]=[CH:18][C:17]=3[CH:16]=[CH:15][C:14]=2[C:13]([CH:9]=[O:10])=[CH:12]1, predict the reactants needed to synthesize it. The reactants are: O=P(Cl)(Cl)Cl.CN([CH:9]=[O:10])C.[NH:11]1[C:23]2[C:22]3[N:21]=[CH:20][CH:19]=[CH:18][C:17]=3[CH:16]=[CH:15][C:14]=2[CH:13]=[CH:12]1.[OH-].[Na+]. (5) Given the product [CH:1]1([C:4]2[C:6]3[C:7](=[N:8][CH:9]=[CH:10][CH:11]=3)[N:15]([C@H:17]3[CH2:18][C@H:19]([NH:21][C:22]4[S:23][C:24]5[CH:30]=[CH:29][CH:28]=[CH:27][C:25]=5[N:26]=4)[CH2:20]3)[N:16]=2)[CH2:3][CH2:2]1, predict the reactants needed to synthesize it. The reactants are: [CH:1]1([C:4]([C:6]2[C:7](F)=[N:8][CH:9]=[CH:10][CH:11]=2)=O)[CH2:3][CH2:2]1.Cl.Cl.[NH:15]([C@H:17]1[CH2:20][C@H:19]([NH:21][C:22]2[S:23][C:24]3[CH:30]=[CH:29][CH:28]=[CH:27][C:25]=3[N:26]=2)[CH2:18]1)[NH2:16].C([O-])(=O)C.[K+].O1CCOCC1. (6) Given the product [C:13]([O:12][C:10]([N:1]1[CH2:23][CH2:22][CH2:21][CH2:20][N:2]1[C:3]([O:5][C:6]([CH3:7])([CH3:8])[CH3:9])=[O:4])=[O:11])([CH3:16])([CH3:15])[CH3:14], predict the reactants needed to synthesize it. The reactants are: [NH:1]([C:10]([O:12][C:13]([CH3:16])([CH3:15])[CH3:14])=[O:11])[NH:2][C:3]([O:5][C:6]([CH3:9])([CH3:8])[CH3:7])=[O:4].[H-].[Na+].Br[CH2:20][CH2:21][CH2:22][CH2:23]Br.O. (7) The reactants are: [C:1]([C:5]1[CH:6]=[C:7]([NH:18][C:19]([NH:21][C:22]2[C:31]3[C:26](=[CH:27][CH:28]=[CH:29][CH:30]=3)[C:25]([O:32][C:33]3[CH:38]=[CH:37][N:36]=[C:35](Cl)[N:34]=3)=[CH:24][CH:23]=2)=[O:20])[C:8]([O:16][CH3:17])=[C:9]([NH:11][S:12]([CH3:15])(=[O:14])=[O:13])[CH:10]=1)([CH3:4])([CH3:3])[CH3:2].[F:40][CH:41]([F:61])[O:42][C:43]1[CH:44]=[C:45]([CH:47]=[C:48]([O:50][CH2:51][CH2:52][O:53][CH2:54][CH2:55][O:56][CH2:57][CH2:58][O:59][CH3:60])[CH:49]=1)[NH2:46]. Given the product [C:1]([C:5]1[CH:6]=[C:7]([NH:18][C:19]([NH:21][C:22]2[C:31]3[C:26](=[CH:27][CH:28]=[CH:29][CH:30]=3)[C:25]([O:32][C:33]3[CH:38]=[CH:37][N:36]=[C:35]([NH:46][C:45]4[CH:47]=[C:48]([O:50][CH2:51][CH2:52][O:53][CH2:54][CH2:55][O:56][CH2:57][CH2:58][O:59][CH3:60])[CH:49]=[C:43]([O:42][CH:41]([F:40])[F:61])[CH:44]=4)[N:34]=3)=[CH:24][CH:23]=2)=[O:20])[C:8]([O:16][CH3:17])=[C:9]([NH:11][S:12]([CH3:15])(=[O:14])=[O:13])[CH:10]=1)([CH3:4])([CH3:3])[CH3:2], predict the reactants needed to synthesize it. (8) Given the product [CH:42]([OH:44])=[O:43].[Cl:1][C:2]1[CH:3]=[CH:4][C:5]([O:47][CH:48]([F:50])[F:49])=[C:6]([C:8]2[C:12]([NH:13][C:14]([C:16]3[CH:17]=[N:18][N:19]4[CH:24]=[CH:23][CH:22]=[N:21][C:20]=34)=[O:15])=[CH:11][N:10]([CH2:25][C:26]([N:28]3[CH2:29][CH2:30][N:31]([CH2:34][CH2:35][N:56]4[CH2:57][CH2:58][C:53]([CH3:52])([C:59]([O:61][CH3:62])=[O:60])[CH2:54][CH2:55]4)[CH2:32][CH2:33]3)=[O:27])[N:9]=2)[CH:7]=1, predict the reactants needed to synthesize it. The reactants are: [Cl:1][C:2]1[CH:3]=[CH:4][C:5]([O:47][CH:48]([F:50])[F:49])=[C:6]([C:8]2[C:12]([NH:13][C:14]([C:16]3[CH:17]=[N:18][N:19]4[CH:24]=[CH:23][CH:22]=[N:21][C:20]=34)=[O:15])=[CH:11][N:10]([CH2:25][C:26]([N:28]3[CH2:33][CH2:32][N:31]([CH2:34][CH2:35]N4CCC([C:42]([O:44]CC)=[O:43])CC4)[CH2:30][CH2:29]3)=[O:27])[N:9]=2)[CH:7]=1.Cl.[CH3:52][C:53]1([C:59]([O:61][CH3:62])=[O:60])[CH2:58][CH2:57][NH:56][CH2:55][CH2:54]1. (9) Given the product [C:19]([N:6]1[CH2:7][C@@H:8]([N:10]([CH:11]2[CH2:16][CH2:15][C:14]([CH3:18])([CH3:17])[CH2:13][CH2:12]2)[S:27]([CH3:26])(=[O:29])=[O:28])[CH2:9][C@H:5]1[C:3]([O:2][CH3:1])=[O:4])([O:21][C:22]([CH3:25])([CH3:24])[CH3:23])=[O:20], predict the reactants needed to synthesize it. The reactants are: [CH3:1][O:2][C:3]([C@@H:5]1[CH2:9][C@H:8]([NH:10][CH:11]2[CH2:16][CH2:15][C:14]([CH3:18])([CH3:17])[CH2:13][CH2:12]2)[CH2:7][N:6]1[C:19]([O:21][C:22]([CH3:25])([CH3:24])[CH3:23])=[O:20])=[O:4].[CH3:26][S:27](Cl)(=[O:29])=[O:28].